Predict the reaction yield, written as a fraction of the theoretical maximum amount of product (1.0 means a 100% yield; for example, 0.34 means a 34% yield). From a dataset of Reaction yield outcomes from USPTO patents with 853,638 reactions. The reactants are [Si:1]([O:8][C:9]1[CH:10]=[C:11]([CH:14]=[CH:15][C:16]=1[O:17][CH3:18])[CH:12]=O)([C:4]([CH3:7])([CH3:6])[CH3:5])([CH3:3])[CH3:2].Cl.[NH2:20][C:21]1([C:24]([O:26][CH3:27])=[O:25])[CH2:23][CH2:22]1. No catalyst specified. The product is [Si:1]([O:8][C:9]1[CH:10]=[C:11]([CH:14]=[CH:15][C:16]=1[O:17][CH3:18])[CH2:12][NH:20][C:21]1([C:24]([O:26][CH3:27])=[O:25])[CH2:23][CH2:22]1)([C:4]([CH3:7])([CH3:6])[CH3:5])([CH3:3])[CH3:2]. The yield is 0.790.